Dataset: Full USPTO retrosynthesis dataset with 1.9M reactions from patents (1976-2016). Task: Predict the reactants needed to synthesize the given product. Given the product [CH:25]([C:22]1[CH:23]=[CH:24][C:19]([N:18]2[C:16](=[O:17])[C:15]3[C:14](=[CH:32][CH:31]=[CH:30][CH:29]=3)[N:13]=[C:6]2[C:5]2[CH:8]=[CH:9][C:2]([CH3:1])=[C:3]([N+:10]([O-:12])=[O:11])[CH:4]=2)=[CH:20][CH:21]=1)([CH2:27][CH3:28])[CH3:26], predict the reactants needed to synthesize it. The reactants are: [CH3:1][C:2]1[CH:9]=[CH:8][C:5]([CH:6]=O)=[CH:4][C:3]=1[N+:10]([O-:12])=[O:11].[NH2:13][C:14]1[CH:32]=[CH:31][CH:30]=[CH:29][C:15]=1[C:16]([NH:18][C:19]1[CH:24]=[CH:23][C:22]([CH:25]([CH2:27][CH3:28])[CH3:26])=[CH:21][CH:20]=1)=[O:17].